From a dataset of Full USPTO retrosynthesis dataset with 1.9M reactions from patents (1976-2016). Predict the reactants needed to synthesize the given product. Given the product [C:18]([C@@H:17]([NH:16][C:12]([C:10]1[CH:9]=[CH:8][C:7]([CH3:15])=[C:6]([O:5][CH2:4][CH:1]2[CH2:2][CH2:3]2)[N:11]=1)=[O:14])[CH2:21][CH:22]1[CH2:24][CH2:23]1)(=[O:19])[NH2:20], predict the reactants needed to synthesize it. The reactants are: [CH:1]1([CH2:4][O:5][C:6]2[N:11]=[C:10]([C:12]([OH:14])=O)[CH:9]=[CH:8][C:7]=2[CH3:15])[CH2:3][CH2:2]1.[NH2:16][C@@H:17]([CH2:21][CH:22]1[CH2:24][CH2:23]1)[C:18]([NH2:20])=[O:19].